Dataset: Catalyst prediction with 721,799 reactions and 888 catalyst types from USPTO. Task: Predict which catalyst facilitates the given reaction. (1) Reactant: [I:1][C:2]1[C:10]2[C:5](=[N:6][CH:7]=[N:8][C:9]=2[NH2:11])[N:4]([CH:12]2[CH2:17][CH2:16][NH:15][CH2:14][CH2:13]2)[N:3]=1.C=O.[C:20](O[BH-](OC(=O)C)OC(=O)C)(=O)C.[Na+].C(=O)(O)[O-].[Na+]. Product: [I:1][C:2]1[C:10]2[C:5](=[N:6][CH:7]=[N:8][C:9]=2[NH2:11])[N:4]([CH:12]2[CH2:17][CH2:16][N:15]([CH3:20])[CH2:14][CH2:13]2)[N:3]=1. The catalyst class is: 26. (2) Reactant: [NH2:1][C:2]1[CH:7]=[CH:6][CH:5]=[CH:4][CH:3]=1.C(O)(=O)C.[O:12]1[C:16]2([CH2:21][CH2:20][C:19](=O)[CH2:18][CH2:17]2)[O:15][CH2:14][CH2:13]1.[BH3-]C#N.[Na+].[OH-].[Na+]. Product: [C:2]1([NH:1][CH:19]2[CH2:20][CH2:21][C:16]3([O:15][CH2:14][CH2:13][O:12]3)[CH2:17][CH2:18]2)[CH:7]=[CH:6][CH:5]=[CH:4][CH:3]=1. The catalyst class is: 5. (3) Reactant: [CH2:1]([C:5]1=[CH:6][N:7]([C:23]([CH3:26])([CH3:25])[CH3:24])[S:8]/[C:9]/1=[N:10]\[C:11](=[O:22])[C:12]1[CH:17]=[C:16]([C:18]#[N:19])[CH:15]=[CH:14][C:13]=1[O:20][CH3:21])[CH2:2][CH2:3][CH3:4].S(=O)(=O)(O)[OH:28].C([O-])([O-])=O.[Na+].[Na+]. Product: [CH2:1]([C:5]1=[CH:6][N:7]([C:23]([CH3:25])([CH3:24])[CH3:26])[S:8]/[C:9]/1=[N:10]\[C:11](=[O:22])[C:12]1[CH:17]=[C:16]([CH:15]=[CH:14][C:13]=1[O:20][CH3:21])[C:18]([NH2:19])=[O:28])[CH2:2][CH2:3][CH3:4]. The catalyst class is: 6. (4) Reactant: C[O:2][C:3]([C:5]1[S:6][C:7]([C:11]([C:16]2[CH:21]=[CH:20][C:19]([O:22][CH2:23][CH:24]([O:29][Si:30]([C:33]([CH3:36])([CH3:35])[CH3:34])([CH3:32])[CH3:31])[C:25]([CH3:28])([CH3:27])[CH3:26])=[C:18]([CH3:37])[CH:17]=2)([CH2:14][CH3:15])[CH2:12][CH3:13])=[CH:8][C:9]=1[CH3:10])=O.[H-].[H-].[H-].[H-].[Li+].[Al+3]. Product: [C:33]([Si:30]([CH3:32])([CH3:31])[O:29][CH:24]([C:25]([CH3:28])([CH3:27])[CH3:26])[CH2:23][O:22][C:19]1[CH:20]=[CH:21][C:16]([C:11]([C:7]2[S:6][C:5]([CH2:3][OH:2])=[C:9]([CH3:10])[CH:8]=2)([CH2:12][CH3:13])[CH2:14][CH3:15])=[CH:17][C:18]=1[CH3:37])([CH3:36])([CH3:35])[CH3:34]. The catalyst class is: 1. (5) Reactant: [C:1]([C:4]1[S:5][CH:6]=[CH:7][C:8]=1[CH3:9])(=[O:3])[CH3:2].[Br:10]Br. Product: [Br:10][CH2:2][C:1]([C:4]1[S:5][CH:6]=[CH:7][C:8]=1[CH3:9])=[O:3]. The catalyst class is: 5. (6) Reactant: [F:1][C:2]1[CH:7]=[CH:6][C:5]([C:8](=[N:11][NH:12][S:13]([C:16]2[CH:21]=CC(C)=CC=2)(=O)=O)CC)=[CH:4][CH:3]=1.[OH-].[Na+]. Product: [F:1][C:2]1[CH:3]=[CH:4][C:5]([C:8]2[N:11]=[N:12][S:13][C:16]=2[CH3:21])=[CH:6][CH:7]=1. The catalyst class is: 309.